From a dataset of Forward reaction prediction with 1.9M reactions from USPTO patents (1976-2016). Predict the product of the given reaction. (1) The product is: [I:1][C:2]1[C:6]([C:7]([OH:9])=[O:8])=[CH:5][N:4]([CH:12]2[CH2:17][CH2:16][CH2:15][CH2:14][O:13]2)[N:3]=1. Given the reactants [I:1][C:2]1[C:6]([C:7]([O:9]CC)=[O:8])=[CH:5][N:4]([CH:12]2[CH2:17][CH2:16][CH2:15][CH2:14][O:13]2)[N:3]=1.[Li+].[OH-].Cl, predict the reaction product. (2) The product is: [F:1][C:2]1[CH:3]=[CH:4][C:5]([C:8]2[C:12]([CH2:13][N:19]([CH3:20])[CH2:18][CH:17]([O:21][CH3:22])[O:16][CH3:15])=[CH:11][NH:10][N:9]=2)=[CH:6][CH:7]=1. Given the reactants [F:1][C:2]1[CH:7]=[CH:6][C:5]([C:8]2[C:12]([CH:13]=O)=[CH:11][NH:10][N:9]=2)=[CH:4][CH:3]=1.[CH3:15][O:16][CH:17]([O:21][CH3:22])[CH2:18][NH:19][CH3:20].C(O)(=O)C.C(O[BH-](OC(=O)C)OC(=O)C)(=O)C.[Na+], predict the reaction product. (3) Given the reactants [N+:1]([C:4]1[CH:30]=[CH:29][C:7]([O:8][C:9]2[CH:14]=[CH:13][N:12]=[C:11]([NH:15][C:16]([N:18]3[CH2:23][CH2:22][CH:21]([N:24]4[CH2:28][CH2:27][CH2:26][CH2:25]4)[CH2:20][CH2:19]3)=[O:17])[CH:10]=2)=[CH:6][CH:5]=1)([O-])=O.[H][H].CCCCCC, predict the reaction product. The product is: [NH2:1][C:4]1[CH:5]=[CH:6][C:7]([O:8][C:9]2[CH:14]=[CH:13][N:12]=[C:11]([NH:15][C:16]([N:18]3[CH2:19][CH2:20][CH:21]([N:24]4[CH2:28][CH2:27][CH2:26][CH2:25]4)[CH2:22][CH2:23]3)=[O:17])[CH:10]=2)=[CH:29][CH:30]=1. (4) Given the reactants Br[C:2]1[CH:10]=[C:9]([F:11])[CH:8]=[C:7]2[C:3]=1[CH:4]=[CH:5][N:6]2[C:12]1[CH:17]=[CH:16][C:15]([O:18][CH2:19][C:20]2[CH:25]=[CH:24][CH:23]=[CH:22][CH:21]=2)=[C:14]([F:26])[CH:13]=1.[OH-:27].[K+].C(P(C(C)(C)C)C1C=CC=CC=1C1C(C(C)C)=CC(C(C)C)=CC=1C(C)C)(C)(C)C.Cl, predict the reaction product. The product is: [F:11][C:9]1[CH:10]=[C:2]([OH:27])[C:3]2[CH:4]=[CH:5][N:6]([C:12]3[CH:17]=[CH:16][C:15]([O:18][CH2:19][C:20]4[CH:25]=[CH:24][CH:23]=[CH:22][CH:21]=4)=[C:14]([F:26])[CH:13]=3)[C:7]=2[CH:8]=1. (5) The product is: [CH3:20][N:19]([CH3:21])[C:14]1([CH:13]([C:22]2[CH:27]=[CH:26][C:25]([F:28])=[CH:24][CH:23]=2)[NH:12][C:4](=[O:5])[C:3]2[C:2]([CH3:1])=[CH:10][CH:9]=[CH:8][C:7]=2[CH3:11])[CH2:18][CH2:17][CH2:16][CH2:15]1. Given the reactants [CH3:1][C:2]1[CH:10]=[CH:9][CH:8]=[C:7]([CH3:11])[C:3]=1[C:4](Cl)=[O:5].[NH2:12][CH:13]([C:22]1[CH:27]=[CH:26][C:25]([F:28])=[CH:24][CH:23]=1)[C:14]1([N:19]([CH3:21])[CH3:20])[CH2:18][CH2:17][CH2:16][CH2:15]1.C(N(C(C)C)CC)(C)C, predict the reaction product. (6) Given the reactants [Cl:1][C:2]1[N:7]=[C:6]2[S:8][C:9](=[O:11])[NH:10][C:5]2=[CH:4][CH:3]=1.CN1C(=O)CCC1.C(=O)([O-])[O-].[Cs+].[Cs+].Br[CH2:26][CH:27]1[CH2:29][C:28]1([F:31])[F:30], predict the reaction product. The product is: [Cl:1][C:2]1[N:7]=[C:6]2[S:8][C:9](=[O:11])[N:10]([CH2:26][CH:27]3[CH2:29][C:28]3([F:31])[F:30])[C:5]2=[CH:4][CH:3]=1. (7) Given the reactants [C:1]([C:3]1[CH:8]=[CH:7][C:6]([O:9][C:10]2[CH:11]=[C:12]3[C:17](=[CH:18][CH:19]=2)[O:16][CH:15]([C:20]2[CH:25]=[CH:24][CH:23]=[CH:22][CH:21]=2)[CH2:14][CH2:13]3)=[C:5]([N+:26]([O-])=O)[CH:4]=1)#[N:2].NC1C=CC=CC=1.C1(C2CCC3C(=CC=C(OC4C=CC=CC=4N)C=3)O2)C=CC=CC=1, predict the reaction product. The product is: [C:1]([C:3]1[CH:8]=[CH:7][C:6]([O:9][C:10]2[CH:11]=[C:12]3[C:17](=[CH:18][CH:19]=2)[O:16][CH:15]([C:20]2[CH:25]=[CH:24][CH:23]=[CH:22][CH:21]=2)[CH2:14][CH2:13]3)=[C:5]([CH:4]=1)[NH2:26])#[N:2].